From a dataset of Full USPTO retrosynthesis dataset with 1.9M reactions from patents (1976-2016). Predict the reactants needed to synthesize the given product. (1) Given the product [CH3:1][O:2][C:3]1[CH:4]=[CH:5][C:6]([O:7][CH:8]([CH2:12][CH2:13][CH2:14][CH3:15])[C:9]([NH:18][C:19]2[CH:24]=[CH:23][CH:22]=[CH:21][N:20]=2)=[O:11])=[CH:16][CH:17]=1, predict the reactants needed to synthesize it. The reactants are: [CH3:1][O:2][C:3]1[CH:17]=[CH:16][C:6]([O:7][CH:8]([CH2:12][CH2:13][CH2:14][CH3:15])[C:9]([OH:11])=O)=[CH:5][CH:4]=1.[NH2:18][C:19]1[CH:24]=[CH:23][CH:22]=[CH:21][N:20]=1. (2) Given the product [CH3:21][O:20][C:14]1[CH:13]=[C:12]([CH:17]=[C:16]([O:18][CH3:19])[CH:15]=1)[CH2:11][CH2:10][C:8]1[N:9]=[C:4]2[CH:3]=[C:2]([C:31]3[CH:32]=[CH:33][C:34]([NH:37][C:38](=[O:40])[CH3:39])=[N:35][CH:36]=3)[NH:22][C:5]2=[N:6][CH:7]=1, predict the reactants needed to synthesize it. The reactants are: Br[C:2]1[NH:22][C:5]2=[N:6][CH:7]=[C:8]([CH2:10][CH2:11][C:12]3[CH:17]=[C:16]([O:18][CH3:19])[CH:15]=[C:14]([O:20][CH3:21])[CH:13]=3)[N:9]=[C:4]2[CH:3]=1.CC1(C)C(C)(C)OB([C:31]2[CH:32]=[CH:33][C:34]([NH:37][C:38](=[O:40])[CH3:39])=[N:35][CH:36]=2)O1. (3) Given the product [CH2:2]([N:9]1[C:13]2[CH:14]=[CH:15][CH:16]=[CH:17][C:12]=2[N:11](/[C:18](/[CH3:21])=[CH:19]\[S:20][CH3:10])[C:22]1=[O:23])[C:3]1[CH:4]=[CH:5][CH:6]=[CH:7][CH:8]=1, predict the reactants needed to synthesize it. The reactants are: [Cl-].[CH2:2]([N+:9]1[C:13]2[CH:14]=[CH:15][CH:16]=[CH:17][C:12]=2[N:11]2[C:18]([CH3:21])=[CH:19][S:20][C:10]=12)[C:3]1[CH:8]=[CH:7][CH:6]=[CH:5][CH:4]=1.[CH3:22][O-:23].[Na+]. (4) The reactants are: [CH3:1][O:2][C:3]1[C:8]([NH:9][C:10]([NH2:12])=[O:11])=[CH:7][C:6]([C:13]2[C:21]3[C:20]([NH:22][C@H:23]([C:25]4[N:30]([C:31]5[CH:36]=[CH:35][CH:34]=[CH:33][CH:32]=5)[C:29](=[O:37])[C:28]5=[C:38]([CH3:41])[CH:39]=[CH:40][N:27]5[N:26]=4)[CH3:24])=[N:19][CH:18]=[N:17][C:16]=3[N:15](COCC[Si](C)(C)C)[CH:14]=2)=[CH:5][N:4]=1.FC(F)(F)C(O)=O.N. Given the product [CH3:1][O:2][C:3]1[C:8]([NH:9][C:10]([NH2:12])=[O:11])=[CH:7][C:6]([C:13]2[C:21]3[C:20]([NH:22][C@H:23]([C:25]4[N:30]([C:31]5[CH:36]=[CH:35][CH:34]=[CH:33][CH:32]=5)[C:29](=[O:37])[C:28]5=[C:38]([CH3:41])[CH:39]=[CH:40][N:27]5[N:26]=4)[CH3:24])=[N:19][CH:18]=[N:17][C:16]=3[NH:15][CH:14]=2)=[CH:5][N:4]=1, predict the reactants needed to synthesize it. (5) The reactants are: [C:1]([NH:9][NH:10][C:11]([C:13]1[CH:14]=[C:15]2[C:19](=[CH:20][CH:21]=1)[N:18]([S:22]([C:25]1[CH:31]=[CH:30][C:28]([CH3:29])=[CH:27][CH:26]=1)(=[O:24])=[O:23])[CH:17]=[C:16]2[I:32])=O)(=O)[C:2]1[CH:7]=[CH:6][CH:5]=[CH:4][CH:3]=1.COC1C=CC(P2(SP(C3C=CC(OC)=CC=3)(=S)S2)=[S:42])=CC=1. Given the product [I:32][C:16]1[C:15]2[C:19](=[CH:20][CH:21]=[C:13]([C:11]3[S:42][C:1]([C:2]4[CH:7]=[CH:6][CH:5]=[CH:4][CH:3]=4)=[N:9][N:10]=3)[CH:14]=2)[N:18]([S:22]([C:25]2[CH:31]=[CH:30][C:28]([CH3:29])=[CH:27][CH:26]=2)(=[O:24])=[O:23])[CH:17]=1, predict the reactants needed to synthesize it. (6) Given the product [CH3:1][CH:2]([CH3:33])[C:3]([NH:5][C:6]1[CH:11]=[CH:10][CH:9]=[C:8]([CH:12]2[CH2:17][CH2:16][N:15]([CH2:18][CH2:19][CH2:20][C:21]3[C:38]4[C:37](=[C:36]([CH3:35])[CH:41]=[CH:40][CH:39]=4)[NH:42][C:22]=3[C:24]3[CH:29]=[CH:28][C:27]([N+:30]([O-:32])=[O:31])=[CH:26][CH:25]=3)[CH2:14][CH2:13]2)[CH:7]=1)=[O:4], predict the reactants needed to synthesize it. The reactants are: [CH3:1][CH:2]([CH3:33])[C:3]([NH:5][C:6]1[CH:11]=[CH:10][CH:9]=[C:8]([CH:12]2[CH2:17][CH2:16][N:15]([CH2:18][CH2:19][CH2:20][CH2:21][C:22]([C:24]3[CH:29]=[CH:28][C:27]([N+:30]([O-:32])=[O:31])=[CH:26][CH:25]=3)=O)[CH2:14][CH2:13]2)[CH:7]=1)=[O:4].Cl.[CH3:35][C:36]1[CH:41]=[CH:40][CH:39]=[CH:38][C:37]=1[NH:42]N. (7) Given the product [N:23]1([C:20]2[CH:21]=[CH:22][C:17]([NH:16][C:14]3[N:15]=[C:10]([C:6]4[CH:5]=[C:4]([CH2:3][C:1]#[N:2])[CH:9]=[CH:8][CH:7]=4)[C:11]4[CH:41]=[CH:40][NH:39][C:12]=4[N:13]=3)=[CH:18][CH:19]=2)[CH2:24][CH2:25][NH:26][CH2:27][CH2:28]1, predict the reactants needed to synthesize it. The reactants are: [C:1]([CH2:3][C:4]1[CH:5]=[C:6]([C:10]2[C:11]3[CH:41]=[CH:40][NH:39][C:12]=3[N:13]=[C:14]([NH:16][C:17]3[CH:22]=[CH:21][C:20]([N:23]4[CH2:28][CH2:27][N:26](C(OCC5C=CC=CC=5)=O)[CH2:25][CH2:24]4)=[CH:19][CH:18]=3)[N:15]=2)[CH:7]=[CH:8][CH:9]=1)#[N:2].Br.CC(O)=O.Br.C(=O)=O. (8) The reactants are: [F:1][C:2]1[C:7](=[O:8])[NH:6][C:5]([CH2:9][C:10]([O-:12])=O)=[N:4][C:3]=1[N:13]1[CH2:18][CH2:17][O:16][CH2:15][CH2:14]1.[Na+].[Cl:20][C:21]1[C:29]([F:30])=[CH:28][CH:27]=[C:26]2[C:22]=1[CH2:23][CH:24]([CH3:31])[NH:25]2. Given the product [F:1][C:2]1[C:7](=[O:8])[NH:6][C:5]([CH2:9][C:10]([N:25]2[C:26]3[C:22](=[C:21]([Cl:20])[C:29]([F:30])=[CH:28][CH:27]=3)[CH2:23][CH:24]2[CH3:31])=[O:12])=[N:4][C:3]=1[N:13]1[CH2:18][CH2:17][O:16][CH2:15][CH2:14]1, predict the reactants needed to synthesize it.